The task is: Regression. Given two drug SMILES strings and cell line genomic features, predict the synergy score measuring deviation from expected non-interaction effect.. This data is from NCI-60 drug combinations with 297,098 pairs across 59 cell lines. (1) Drug 1: COC1=C(C=C2C(=C1)N=CN=C2NC3=CC(=C(C=C3)F)Cl)OCCCN4CCOCC4. Drug 2: C1CN(CCN1C(=O)CCBr)C(=O)CCBr. Cell line: HS 578T. Synergy scores: CSS=29.6, Synergy_ZIP=-3.52, Synergy_Bliss=3.41, Synergy_Loewe=1.46, Synergy_HSA=6.48. (2) Drug 1: CN(C)N=NC1=C(NC=N1)C(=O)N. Synergy scores: CSS=1.02, Synergy_ZIP=-2.05, Synergy_Bliss=-4.77, Synergy_Loewe=-6.01, Synergy_HSA=-6.02. Drug 2: C1C(C(OC1N2C=NC3=C2NC=NCC3O)CO)O. Cell line: DU-145. (3) Drug 1: C1=CC(=CC=C1CCCC(=O)O)N(CCCl)CCCl. Drug 2: CCCCC(=O)OCC(=O)C1(CC(C2=C(C1)C(=C3C(=C2O)C(=O)C4=C(C3=O)C=CC=C4OC)O)OC5CC(C(C(O5)C)O)NC(=O)C(F)(F)F)O. Cell line: SNB-19. Synergy scores: CSS=-0.569, Synergy_ZIP=-9.32, Synergy_Bliss=-11.7, Synergy_Loewe=-11.2, Synergy_HSA=-10.9. (4) Drug 1: CC12CCC3C(C1CCC2O)C(CC4=C3C=CC(=C4)O)CCCCCCCCCS(=O)CCCC(C(F)(F)F)(F)F. Drug 2: C1=CN(C=N1)CC(O)(P(=O)(O)O)P(=O)(O)O. Cell line: A549. Synergy scores: CSS=-0.182, Synergy_ZIP=0.0629, Synergy_Bliss=-0.236, Synergy_Loewe=-1.50, Synergy_HSA=-1.12. (5) Drug 2: COC1=C2C(=CC3=C1OC=C3)C=CC(=O)O2. Cell line: NCIH23. Synergy scores: CSS=51.2, Synergy_ZIP=-2.48, Synergy_Bliss=-2.61, Synergy_Loewe=-19.4, Synergy_HSA=-2.58. Drug 1: C1=NC2=C(N1)C(=S)N=C(N2)N.